This data is from Reaction yield outcomes from USPTO patents with 853,638 reactions. The task is: Predict the reaction yield, written as a fraction of the theoretical maximum amount of product (1.0 means a 100% yield; for example, 0.34 means a 34% yield). (1) The reactants are [C:1]([C:3]1[CH:8]=[CH:7][C:6]([C:9]2[CH:10]=[N:11][N:12]([C:15]3[CH:23]=[CH:22][C:18]([C:19](O)=[O:20])=[CH:17][N:16]=3)[C:13]=2[OH:14])=[C:5]([CH3:24])[CH:4]=1)#[N:2].N1(O)C2C=CC=CC=2N=N1.Cl.C(N=C=NCCCN(C)C)C.C(N(C(C)C)C(C)C)C.Cl.Cl.[CH2:58]([N:60]1[CH2:65][CH2:64][NH:63][C@H:62]([CH3:66])[CH2:61]1)[CH3:59].Cl. The catalyst is O.C(O)C.CN(C=O)C. The product is [CH2:58]([N:60]1[CH2:65][CH2:64][N:63]([C:19]([C:18]2[CH:22]=[CH:23][C:15]([N:12]3[C:13]([OH:14])=[C:9]([C:6]4[CH:7]=[CH:8][C:3]([C:1]#[N:2])=[CH:4][C:5]=4[CH3:24])[CH:10]=[N:11]3)=[N:16][CH:17]=2)=[O:20])[C@H:62]([CH3:66])[CH2:61]1)[CH3:59]. The yield is 0.504. (2) The reactants are [C:1]([C:3]1[C:7]([CH:8]=[CH2:9])=[C:6]([C:10]2[N:14]=[CH:13][N:12]([CH:15]3[CH2:20][CH2:19][CH2:18][CH2:17][O:16]3)[N:11]=2)[S:5][C:4]=1[C:21]1[CH:26]=[CH:25][N:24]=[C:23]([NH:27][C:28](=[O:31])[O:29][CH3:30])[CH:22]=1)#[N:2].C[N+]1([O-])CC[O:36]CC1.[OH2:40]. The catalyst is C(O)(C)(C)C.CC(C)=O.C(Cl)Cl.CO.[Os](=O)(=O)(=O)=O.O. The product is [C:1]([C:3]1[C:7]([CH:8]([OH:36])[CH2:9][OH:40])=[C:6]([C:10]2[N:14]=[CH:13][N:12]([CH:15]3[CH2:20][CH2:19][CH2:18][CH2:17][O:16]3)[N:11]=2)[S:5][C:4]=1[C:21]1[CH:26]=[CH:25][N:24]=[C:23]([NH:27][C:28](=[O:31])[O:29][CH3:30])[CH:22]=1)#[N:2]. The yield is 0.576. (3) The reactants are [CH3:1][N+:2]1([O-:8])[CH2:7][CH2:6][O:5][CH2:4][CH2:3]1.C([O:12]C(=O)C1C=C(O)C(O)=C(O)C=1)CC. The catalyst is O. The product is [CH3:1][N+:2]1([O-:8])[CH2:7][CH2:6][O:5][CH2:4][CH2:3]1.[OH2:12]. The yield is 0.830.